From a dataset of Catalyst prediction with 721,799 reactions and 888 catalyst types from USPTO. Predict which catalyst facilitates the given reaction. (1) Reactant: [ClH:1].C[O:3][C:4](=[O:54])[C@H:5]([NH:12][C:13](=[O:53])[C:14]1[CH:19]=[CH:18][C:17]([NH:20][C:21]([C@H:23]2[C@H:27]([C:28]3[CH:33]=[CH:32][CH:31]=[C:30]([Cl:34])[C:29]=3[F:35])[C@:26]([C:38]3[CH:43]=[CH:42][C:41]([Cl:44])=[CH:40][C:39]=3[F:45])([C:36]#[N:37])[C@H:25]([CH2:46][C:47]([CH3:50])([CH3:49])[CH3:48])[NH:24]2)=[O:22])=[C:16]([O:51][CH3:52])[CH:15]=1)[CH2:6][CH2:7][C:8]([O:10]C)=[O:9].[OH-].[Li+]. Product: [ClH:34].[Cl:44][C:41]1[CH:42]=[CH:43][C:38]([C@@:26]2([C:36]#[N:37])[C@H:25]([CH2:46][C:47]([CH3:49])([CH3:48])[CH3:50])[NH:24][C@@H:23]([C:21]([NH:20][C:17]3[CH:18]=[CH:19][C:14]([C:13]([NH:12][C@H:5]([CH2:6][CH2:7][C:8]([OH:10])=[O:9])[C:4]([OH:54])=[O:3])=[O:53])=[CH:15][C:16]=3[O:51][CH3:52])=[O:22])[C@@H:27]2[C:28]2[CH:33]=[CH:32][CH:31]=[C:30]([Cl:34])[C:29]=2[F:35])=[C:39]([F:45])[CH:40]=1.[ClH:1]. The catalyst class is: 30. (2) Reactant: [OH:1][C:2]1[CH:3]=[C:4]([CH:7]=[CH:8][C:9]=1[O:10][CH2:11][CH:12]([CH3:14])[CH3:13])[CH:5]=[O:6].[H-].[Na+].[C:17](OC(=O)C)(=[O:19])[CH3:18].Cl. Product: [C:17]([O:1][C:2]1[CH:3]=[C:4]([CH:5]=[O:6])[CH:7]=[CH:8][C:9]=1[O:10][CH2:11][CH:12]([CH3:14])[CH3:13])(=[O:19])[CH3:18]. The catalyst class is: 255. (3) Reactant: C(=O)([O-])[O-].[Na+].[Na+].O.[CH:8](/B(O)O)=[CH:9]\[C:10]1[CH:15]=[CH:14][CH:13]=[CH:12][CH:11]=1.[Cl:19][C:20]1[CH:25]=[CH:24][C:23]([C:26]2[C:35]3[C:30](=[CH:31][CH:32]=[CH:33][CH:34]=3)[C:29]([NH:36][C:37]3[CH:42]=[CH:41][C:40]([O:43][C:44]4[CH:49]=[CH:48][N:47]=[C:46](Cl)[N:45]=4)=[CH:39][CH:38]=3)=[N:28][N:27]=2)=[CH:22][CH:21]=1. Product: [Cl:19][C:20]1[CH:25]=[CH:24][C:23]([C:26]2[C:35]3[C:30](=[CH:31][CH:32]=[CH:33][CH:34]=3)[C:29]([NH:36][C:37]3[CH:42]=[CH:41][C:40]([O:43][C:44]4[CH:49]=[CH:48][N:47]=[C:46](/[CH:8]=[CH:9]/[C:10]5[CH:15]=[CH:14][CH:13]=[CH:12][CH:11]=5)[N:45]=4)=[CH:39][CH:38]=3)=[N:28][N:27]=2)=[CH:22][CH:21]=1. The catalyst class is: 75. (4) Reactant: C(Cl)(=O)C(Cl)=O.CS(C)=O.[Si:11]([O:18][C@H:19]1[CH2:24][N:23]([C:25]([O:27][C:28]([CH3:31])([CH3:30])[CH3:29])=[O:26])[C@@H:22]([CH2:32][OH:33])[CH2:21][CH2:20]1)([C:14]([CH3:17])([CH3:16])[CH3:15])([CH3:13])[CH3:12].C(N(C(C)C)CC)(C)C. Product: [Si:11]([O:18][C@H:19]1[CH2:24][N:23]([C:25]([O:27][C:28]([CH3:31])([CH3:30])[CH3:29])=[O:26])[C@@H:22]([CH:32]=[O:33])[CH2:21][CH2:20]1)([C:14]([CH3:17])([CH3:16])[CH3:15])([CH3:13])[CH3:12]. The catalyst class is: 124. (5) Reactant: C([O-])(=O)C.[Cs+].F[C:7](F)(F)[C:8]1[CH:13]=[CH:12][C:11](P([C:11]2[CH:12]=[CH:13][C:8]([C:7](F)(F)F)=[CH:9][CH:10]=2)[C:11]2[CH:12]=[CH:13][C:8]([C:7](F)(F)F)=[CH:9][CH:10]=2)=[CH:10][CH:9]=1.CN(C)C=O.[N:42]1[CH:43]=[N:44][N:45]2[CH:50]=[C:49]([C:51]3[O:52][C:53]4([C:63](=[O:65])[CH:64]=3)[CH2:62][CH2:61][C:56]3([O:60][CH2:59][CH2:58][O:57]3)[CH2:55][CH2:54]4)[CH:48]=[CH:47][C:46]=12.IC1C=C(C)C=CC=1. Product: [C:8]1([CH3:7])[CH:13]=[CH:12][CH:11]=[C:10]([C:64]2[C:63](=[O:65])[C:53]3([CH2:54][CH2:55][C:56]4([O:60][CH2:59][CH2:58][O:57]4)[CH2:61][CH2:62]3)[O:52][C:51]=2[C:49]2[CH:48]=[CH:47][C:46]3[N:45]([N:44]=[CH:43][N:42]=3)[CH:50]=2)[CH:9]=1. The catalyst class is: 167. (6) Reactant: [F:1][C:2]1[CH:7]=[CH:6][C:5]([F:8])=[CH:4][C:3]=1[S:9]([NH:12][C:13]1[C:14]([F:39])=[C:15]([C:19]2[N:20]=[C:21]([C:35]([CH3:38])([CH3:37])[CH3:36])[S:22][C:23]=2[C:24]2[CH:29]=[CH:28][N:27]=[C:26]([CH2:30][CH2:31][C:32](O)=[O:33])[N:25]=2)[CH:16]=[CH:17][CH:18]=1)(=[O:11])=[O:10].CN(C([O:47]N1N=NC2C=CC=NC1=2)=[N+](C)C)C.F[P-](F)(F)(F)(F)F.[CH3:64][CH2:65][N:66](C(C)C)[CH:67]([CH3:69])C. Product: [CH3:38][C:35]([C:21]1[S:22][C:23]([C:24]2[CH:29]=[CH:28][N:27]=[C:26]([CH2:30][CH2:31][C:32]([N:66]3[CH2:67][CH2:69][O:47][CH2:64][CH2:65]3)=[O:33])[N:25]=2)=[C:19]([C:15]2[C:14]([F:39])=[C:13]([NH:12][S:9]([C:3]3[CH:4]=[C:5]([F:8])[CH:6]=[CH:7][C:2]=3[F:1])(=[O:11])=[O:10])[CH:18]=[CH:17][CH:16]=2)[N:20]=1)([CH3:37])[CH3:36]. The catalyst class is: 9.